The task is: Predict the reactants needed to synthesize the given product.. This data is from Full USPTO retrosynthesis dataset with 1.9M reactions from patents (1976-2016). (1) Given the product [CH2:13]([O:20][C:21]1[CH:26]=[CH:25][C:24]([C@@H:27]2[N:32]([C:5]([N:52]([C@@H:50]([C:42]3[CH:43]=[C:44]([C:46]([F:47])([F:48])[F:49])[CH:45]=[C:40]([CH2:38][CH3:39])[CH:41]=3)[CH3:51])[CH3:53])=[O:11])[CH2:31][CH2:30][N:29]3[C:33](=[O:36])[CH2:34][CH2:35][C@@H:28]23)=[C:23]([CH3:37])[CH:22]=1)[C:14]1[CH:19]=[CH:18][CH:17]=[CH:16][CH:15]=1, predict the reactants needed to synthesize it. The reactants are: ClC(Cl)(O[C:5](=[O:11])OC(Cl)(Cl)Cl)Cl.[CH2:13]([O:20][C:21]1[CH:26]=[CH:25][C:24]([C@@H:27]2[NH:32][CH2:31][CH2:30][N:29]3[C:33](=[O:36])[CH2:34][CH2:35][C@@H:28]23)=[C:23]([CH3:37])[CH:22]=1)[C:14]1[CH:19]=[CH:18][CH:17]=[CH:16][CH:15]=1.[CH2:38]([C:40]1[CH:41]=[C:42]([C@H:50]([NH:52][CH3:53])[CH3:51])[CH:43]=[C:44]([C:46]([F:49])([F:48])[F:47])[CH:45]=1)[CH3:39]. (2) The reactants are: [N:1]#[C:2]Br.[C:4]([C:8]1[CH:13]=[CH:12][C:11]([S:14]([NH:17][C:18]2[C:19]([C:25]([NH:27][NH2:28])=O)=N[C:21]([Cl:24])=[CH:22][CH:23]=2)(=[O:16])=[O:15])=[CH:10][CH:9]=1)([CH3:7])([CH3:6])[CH3:5].[C:29](=O)([O-])[O-].[K+].[K+].[CH:35]([NH2:38])([CH3:37])[CH3:36]. Given the product [NH2:1][C:2]1[N:38]([CH:35]([CH3:37])[CH3:36])[C:25]([C:19]2[CH:29]=[C:21]([Cl:24])[CH:22]=[CH:23][C:18]=2[NH:17][S:14]([C:11]2[CH:10]=[CH:9][C:8]([C:4]([CH3:5])([CH3:6])[CH3:7])=[CH:13][CH:12]=2)(=[O:16])=[O:15])=[N:27][N:28]=1, predict the reactants needed to synthesize it. (3) Given the product [NH2:14][C:12]1[CH:11]=[CH:10][CH:9]=[C:8]2[C:13]=1[C:5](=[O:4])[CH2:6][CH:7]2[CH2:23][CH3:24], predict the reactants needed to synthesize it. The reactants are: C[Mg]Br.[O:4]=[C:5]1[C:13]2[C:8](=[CH:9][CH:10]=[CH:11][C:12]=2[NH:14]C(=O)C2C=CC=CC=2)[CH:7]=[CH:6]1.[CH3:23][CH2:24]OCC.